From a dataset of Full USPTO retrosynthesis dataset with 1.9M reactions from patents (1976-2016). Predict the reactants needed to synthesize the given product. (1) Given the product [Cl:13][C:14]1[CH:15]=[C:16]([CH:17]=[CH:18][CH:19]=1)[CH2:20][CH:21]([CH:30]([C:31]1[CH:36]=[CH:35][CH:34]=[CH:33][CH:32]=1)[CH2:29][N+:26]([O-:28])=[O:27])[C:22]([O:24][CH3:25])=[O:23], predict the reactants needed to synthesize it. The reactants are: C(NC(C)C)(C)C.C([Li])CCC.[Cl:13][C:14]1[CH:15]=[C:16]([CH2:20][CH2:21][C:22]([O:24][CH3:25])=[O:23])[CH:17]=[CH:18][CH:19]=1.[N+:26](/[CH:29]=[CH:30]/[C:31]1[CH:36]=[CH:35][CH:34]=[CH:33][CH:32]=1)([O-:28])=[O:27]. (2) Given the product [CH3:1][S:2]([OH:5])(=[O:4])=[O:3].[CH3:1][S:2]([OH:5])(=[O:4])=[O:3].[CH:6]1([NH:9][C:10](=[O:38])[C:11]2[CH:16]=[CH:15][C:14]([CH3:17])=[C:13]([N:18]3[C:27](=[O:28])[C:26]4[C:21](=[CH:22][CH:23]=[C:24]([N:29]5[CH2:30][CH2:31][N:32]([CH:35]([CH3:36])[CH3:37])[CH2:33][CH2:34]5)[CH:25]=4)[N:20]=[CH:19]3)[CH:12]=2)[CH2:8][CH2:7]1, predict the reactants needed to synthesize it. The reactants are: [CH3:1][S:2]([OH:5])(=[O:4])=[O:3].[CH:6]1([NH:9][C:10](=[O:38])[C:11]2[CH:16]=[CH:15][C:14]([CH3:17])=[C:13]([N:18]3[C:27](=[O:28])[C:26]4[C:21](=[CH:22][CH:23]=[C:24]([N:29]5[CH2:34][CH2:33][N:32]([CH:35]([CH3:37])[CH3:36])[CH2:31][CH2:30]5)[CH:25]=4)[N:20]=[CH:19]3)[CH:12]=2)[CH2:8][CH2:7]1. (3) Given the product [F:15][C:12]([F:14])([F:13])[C:11]1[N:6]2[N:5]=[CH:4][C:3]([C:1]#[C:2][C:27]3[N:32]=[N:31][C:30]([NH2:33])=[CH:29][CH:28]=3)=[C:7]2[N:8]=[C:9]([C:16]2[CH:21]=[CH:20][C:19]([C:22]([F:25])([F:24])[F:23])=[CH:18][CH:17]=2)[CH:10]=1, predict the reactants needed to synthesize it. The reactants are: [C:1]([C:3]1[CH:4]=[N:5][N:6]2[C:11]([C:12]([F:15])([F:14])[F:13])=[CH:10][C:9]([C:16]3[CH:21]=[CH:20][C:19]([C:22]([F:25])([F:24])[F:23])=[CH:18][CH:17]=3)=[N:8][C:7]=12)#[CH:2].Br[C:27]1[N:32]=[N:31][C:30]([NH2:33])=[CH:29][CH:28]=1.